From a dataset of Forward reaction prediction with 1.9M reactions from USPTO patents (1976-2016). Predict the product of the given reaction. (1) Given the reactants [CH:1]1([C:4]([N:6]2[CH2:11][CH2:10][N:9]([C:12]3[N:19]=[C:18]([CH:20]4[CH2:22][CH2:21]4)[C:17]([C:23]4[CH:24]=[N:25][NH:26][CH:27]=4)=[CH:16][C:13]=3[C:14]#[N:15])[CH2:8][C@H:7]2[CH:28]2[CH2:30][CH2:29]2)=[O:5])[CH2:3][CH2:2]1.C([O-])([O-])=O.[K+].[K+].Br[CH2:38][C:39]#[N:40], predict the reaction product. The product is: [C:39]([CH2:38][N:25]1[CH:24]=[C:23]([C:17]2[C:18]([CH:20]3[CH2:21][CH2:22]3)=[N:19][C:12]([N:9]3[CH2:10][CH2:11][N:6]([C:4]([CH:1]4[CH2:2][CH2:3]4)=[O:5])[C@H:7]([CH:28]4[CH2:29][CH2:30]4)[CH2:8]3)=[C:13]([CH:16]=2)[C:14]#[N:15])[CH:27]=[N:26]1)#[N:40]. (2) Given the reactants [NH2:1][C:2]1[CH:3]=[C:4]([CH:9]=[CH:10][C:11]=1[NH:12][CH2:13][CH2:14][CH2:15][N:16]([CH3:25])[CH2:17][CH2:18][C:19]1[CH:24]=[CH:23][CH:22]=[CH:21][N:20]=1)[C:5]([O:7][CH3:8])=[O:6].[C:26](N1C=CN=C1)(N1C=CN=C1)=[S:27], predict the reaction product. The product is: [CH3:25][N:16]([CH2:17][CH2:18][C:19]1[CH:24]=[CH:23][CH:22]=[CH:21][N:20]=1)[CH2:15][CH2:14][CH2:13][N:12]1[C:11]2[CH:10]=[CH:9][C:4]([C:5]([O:7][CH3:8])=[O:6])=[CH:3][C:2]=2[NH:1][C:26]1=[S:27]. (3) Given the reactants N[C:2]1[CH:9]=[CH:8][C:5]([C:6]#[N:7])=[CH:4][C:3]=1[Cl:10].[N:11]([O-:13])=[O:12].[Na+], predict the reaction product. The product is: [N+:11]([C:2]1[CH:9]=[CH:8][C:5]([C:6]#[N:7])=[CH:4][C:3]=1[Cl:10])([O-:13])=[O:12]. (4) The product is: [NH2:3][O:12][CH:13]([C:19]1[CH:24]=[CH:23][CH:22]=[CH:21][CH:20]=1)[CH2:14][NH:15][C:16](=[O:18])[CH3:17]. Given the reactants O=C1C2C(=CC=CC=2)C(=O)[N:3]1[O:12][CH:13]([C:19]1[CH:24]=[CH:23][CH:22]=[CH:21][CH:20]=1)[CH2:14][NH:15][C:16](=[O:18])[CH3:17].CNN, predict the reaction product.